Dataset: Reaction yield outcomes from USPTO patents with 853,638 reactions. Task: Predict the reaction yield, written as a fraction of the theoretical maximum amount of product (1.0 means a 100% yield; for example, 0.34 means a 34% yield). (1) The reactants are [NH2:1][C:2]1[CH:7]=[CH:6][C:5]([N:8]2[C:14](=[O:15])[CH2:13][C:12](=[O:16])[NH:11][C:10]3[C:17]4[C:22]([CH:23]=[CH:24][C:9]2=3)=[CH:21][CH:20]=[CH:19][CH:18]=4)=[CH:4][CH:3]=1.[OH:25][C:26]1[C:27]([C:32](O)=[O:33])=[N:28][CH:29]=[CH:30][CH:31]=1.C(N(CC)CC)C.F[P-](F)(F)(F)(F)F.N1(OC(N(C)C)=[N+](C)C)C2N=CC=CC=2N=N1. The catalyst is O.CC(N(C)C)=O. The product is [OH:25][C:26]1[C:27]([C:32]([NH:1][C:2]2[CH:7]=[CH:6][C:5]([N:8]3[C:14](=[O:15])[CH2:13][C:12](=[O:16])[NH:11][C:10]4[C:17]5[C:22]([CH:23]=[CH:24][C:9]3=4)=[CH:21][CH:20]=[CH:19][CH:18]=5)=[CH:4][CH:3]=2)=[O:33])=[N:28][CH:29]=[CH:30][CH:31]=1. The yield is 0.420. (2) The reactants are I[CH2:2][C@@H:3]([CH3:16])[CH2:4][N:5]1[C:10]2[CH:11]=[CH:12][CH:13]=[CH:14][C:9]=2[S:8][CH2:7][C:6]1=[O:15].[CH2:17]([CH:21]1[CH2:27][CH:26]2[NH:28][CH:23]([CH2:24][CH2:25]2)[CH2:22]1)[CH2:18][CH2:19][CH3:20]. The catalyst is CC#N. The product is [CH2:17]([CH:21]1[CH2:22][CH:23]2[N:28]([CH2:2][C@@H:3]([CH3:16])[CH2:4][N:5]3[C:10]4[CH:11]=[CH:12][CH:13]=[CH:14][C:9]=4[S:8][CH2:7][C:6]3=[O:15])[CH:26]([CH2:25][CH2:24]2)[CH2:27]1)[CH2:18][CH2:19][CH3:20]. The yield is 0.400. (3) The reactants are Br[C:2]1[CH:3]=[N:4][C:5]([N:8]2[CH2:13][CH2:12][CH2:11][CH2:10][CH2:9]2)=[N:6][CH:7]=1.C([Li])CCC.CCCCCC.B(OC)(OC)[O:26]C.C(O)(=O)C.OO.S(=O)(O)[O-].[Na+]. The catalyst is C1COCC1. The product is [N:8]1([C:5]2[N:4]=[CH:3][C:2]([OH:26])=[CH:7][N:6]=2)[CH2:13][CH2:12][CH2:11][CH2:10][CH2:9]1. The yield is 0.980. (4) The reactants are [I:1][C:2]1[CH:3]=[C:4]([CH:8]=[CH:9][CH:10]=1)[C:5](Cl)=[O:6].[CH3:11][NH2:12].C1COCC1. The catalyst is C(Cl)Cl. The product is [I:1][C:2]1[CH:3]=[C:4]([CH:8]=[CH:9][CH:10]=1)[C:5]([NH:12][CH3:11])=[O:6]. The yield is 0.260. (5) The reactants are [CH3:1][C:2]1[CH:7]=[CH:6][C:5]([S:8]([O:11][CH2:12][CH:13]2[CH2:17][C:16]3[CH:18]=[CH:19][CH:20]=[C:21](OS(C(F)(F)F)(=O)=O)[C:15]=3[O:14]2)(=[O:10])=[O:9])=[CH:4][CH:3]=1.[CH:30]1[C:39]2[C:34](=[CH:35][CH:36]=[CH:37][CH:38]=2)[CH:33]=[CH:32][C:31]=1B(O)O.P([O-])([O-])([O-])=O.[K+].[K+].[K+].CC1C=CC(S(OCC2CC3C=CC=C(C4C=C(C(F)(F)F)C=C(C(F)(F)F)C=4)C=3O2)(=O)=O)=CC=1. The catalyst is C1C=CC([P]([Pd]([P](C2C=CC=CC=2)(C2C=CC=CC=2)C2C=CC=CC=2)([P](C2C=CC=CC=2)(C2C=CC=CC=2)C2C=CC=CC=2)[P](C2C=CC=CC=2)(C2C=CC=CC=2)C2C=CC=CC=2)(C2C=CC=CC=2)C2C=CC=CC=2)=CC=1. The product is [CH3:1][C:2]1[CH:3]=[CH:4][C:5]([S:8]([O:11][CH2:12][CH:13]2[CH2:17][C:16]3[CH:18]=[CH:19][CH:20]=[C:21]([C:31]4[CH:32]=[CH:33][C:34]5[C:39](=[CH:38][CH:37]=[CH:36][CH:35]=5)[CH:30]=4)[C:15]=3[O:14]2)(=[O:9])=[O:10])=[CH:6][CH:7]=1. The yield is 0.360. (6) The reactants are [Cl-].O[NH3+:3].[C:4](=[O:7])([O-])[OH:5].[Na+].CS(C)=O.[CH2:13]([C:17]1[N:18]=[C:19]([CH3:48])[N:20]([C:39]2[CH:44]=[CH:43][CH:42]=[C:41]([CH:45]([CH3:47])[CH3:46])[CH:40]=2)[C:21](=[O:38])[C:22]=1[CH2:23][C:24]1[CH:29]=[CH:28][C:27]([C:30]2[C:31]([C:36]#[N:37])=[CH:32][CH:33]=[CH:34][CH:35]=2)=[CH:26][CH:25]=1)[CH2:14][CH2:15][CH3:16]. The catalyst is O.C(OCC)(=O)C. The product is [CH2:13]([C:17]1[N:18]=[C:19]([CH3:48])[N:20]([C:39]2[CH:44]=[CH:43][CH:42]=[C:41]([CH:45]([CH3:47])[CH3:46])[CH:40]=2)[C:21](=[O:38])[C:22]=1[CH2:23][C:24]1[CH:29]=[CH:28][C:27]([C:30]2[CH:35]=[CH:34][CH:33]=[CH:32][C:31]=2[C:36]2[NH:3][C:4](=[O:7])[O:5][N:37]=2)=[CH:26][CH:25]=1)[CH2:14][CH2:15][CH3:16]. The yield is 0.570.